From a dataset of Reaction yield outcomes from USPTO patents with 853,638 reactions. Predict the reaction yield, written as a fraction of the theoretical maximum amount of product (1.0 means a 100% yield; for example, 0.34 means a 34% yield). (1) The reactants are [C:1]1([OH:7])[CH:6]=[CH:5][CH:4]=[CH:3][CH:2]=1.[CH2:8]1[O:10][C@@H:9]1[CH2:11]OS(C1C=C([N+]([O-])=O)C=CC=1)(=O)=O.C(=O)([O-])[O-].[K+].[K+]. The catalyst is CC(C)=O. The product is [O:7]([CH2:11][C@@H:9]1[CH2:8][O:10]1)[C:1]1[CH:6]=[CH:5][CH:4]=[CH:3][CH:2]=1. The yield is 0.990. (2) The reactants are C([O:8][C:9]1[C:10]([C:25]([NH:27][OH:28])=[O:26])=[N:11][CH:12]=[C:13]([C:16](=[O:24])[C:17]2[CH:22]=[CH:21][C:20]([F:23])=[CH:19][CH:18]=2)[C:14]=1[CH3:15])C1C=CC=CC=1. The catalyst is CO.[Pd]. The product is [F:23][C:20]1[CH:19]=[CH:18][C:17]([C:16]([C:13]2[C:14]([CH3:15])=[C:9]([OH:8])[C:10]([C:25]([NH:27][OH:28])=[O:26])=[N:11][CH:12]=2)=[O:24])=[CH:22][CH:21]=1. The yield is 0.220. (3) The reactants are [CH3:1][C:2]1[C:7]([C:8]([F:11])([F:10])[F:9])=[CH:6][CH:5]=[CH:4][C:3]=1[CH2:12][N:13]1[C:17]2[CH:18]=[C:19]([N:26]3[CH2:31][CH2:30][O:29][CH2:28][CH2:27]3)[CH:20]=[C:21]([C:22]([O:24]C)=[O:23])[C:16]=2[N:15]=[C:14]1[C:32]([F:35])([F:34])[F:33].[OH-].[Li+]. The catalyst is C1COCC1. The product is [CH3:1][C:2]1[C:7]([C:8]([F:9])([F:11])[F:10])=[CH:6][CH:5]=[CH:4][C:3]=1[CH2:12][N:13]1[C:17]2[CH:18]=[C:19]([N:26]3[CH2:31][CH2:30][O:29][CH2:28][CH2:27]3)[CH:20]=[C:21]([C:22]([OH:24])=[O:23])[C:16]=2[N:15]=[C:14]1[C:32]([F:34])([F:33])[F:35]. The yield is 0.870. (4) The catalyst is C1(C)C=CC=CC=1.C(Cl)Cl.C1C=CC(/C=C/C(/C=C/C2C=CC=CC=2)=O)=CC=1.C1C=CC(/C=C/C(/C=C/C2C=CC=CC=2)=O)=CC=1.C1C=CC(/C=C/C(/C=C/C2C=CC=CC=2)=O)=CC=1.[Pd].[Pd]. The yield is 0.780. The reactants are [CH3:1][O:2][C:3](=[O:15])[C:4]1[C:5](=[C:10](I)[CH:11]=[CH:12][CH:13]=1)[C:6]([O:8][CH3:9])=[O:7].[CH3:16][O:17][C:18]1[CH:23]=[C:22]([O:24][CH2:25][CH2:26][N:27]2[CH2:32][CH2:31][CH2:30][CH2:29][CH2:28]2)[CH:21]=[CH:20][C:19]=1[NH2:33].C1C=CC(P(C2C(C3C(P(C4C=CC=CC=4)C4C=CC=CC=4)=CC=C4C=3C=CC=C4)=C3C(C=CC=C3)=CC=2)C2C=CC=CC=2)=CC=1.C(=O)([O-])[O-].[Cs+].[Cs+]. The product is [CH3:1][O:2][C:3](=[O:15])[C:4]1[C:5](=[C:10]([NH:33][C:19]2[CH:20]=[CH:21][C:22]([O:24][CH2:25][CH2:26][N:27]3[CH2:32][CH2:31][CH2:30][CH2:29][CH2:28]3)=[CH:23][C:18]=2[O:17][CH3:16])[CH:11]=[CH:12][CH:13]=1)[C:6]([O:8][CH3:9])=[O:7]. (5) The reactants are Br[CH2:2][C:3]1[CH:8]=[CH:7][C:6]([C:9]([CH3:13])([CH3:12])[C:10]#[N:11])=[CH:5][CH:4]=1.C([O-])([O-])=O.[Na+].[Na+].[C:20]1([SH:26])[CH:25]=[CH:24][CH:23]=[CH:22][CH:21]=1. The catalyst is CO.O. The product is [CH3:12][C:9]([C:6]1[CH:7]=[CH:8][C:3]([CH2:2][S:26][C:20]2[CH:25]=[CH:24][CH:23]=[CH:22][CH:21]=2)=[CH:4][CH:5]=1)([CH3:13])[C:10]#[N:11]. The yield is 0.800. (6) The reactants are [Cl:1][C:2]1[CH:14]=[C:13]2[C:5]([C:6]3[CH2:7][CH2:8][CH2:9][C:10]([C:30]([F:33])([F:32])[F:31])([O:25][Si](C)(C)C)[C:11]=3[N:12]2S(C2C=CC(C)=CC=2)(=O)=O)=[CH:4][C:3]=1[F:34].[OH-].[K+].CCO. The catalyst is C1COCC1.O. The product is [Cl:1][C:2]1[CH:14]=[C:13]2[C:5]([C:6]3[CH2:7][CH2:8][CH2:9][C:10]([C:30]([F:33])([F:31])[F:32])([OH:25])[C:11]=3[NH:12]2)=[CH:4][C:3]=1[F:34]. The yield is 0.370.